Dataset: Forward reaction prediction with 1.9M reactions from USPTO patents (1976-2016). Task: Predict the product of the given reaction. (1) The product is: [Cl:1][C:2]1[CH:10]=[C:9]([NH:11][CH:12]([CH3:14])[CH3:13])[C:5]([C:6]([NH:45][CH2:44][C@@H:43]([F:42])[CH2:46][O:47][CH3:48])=[O:8])=[CH:4][N:3]=1. Given the reactants [Cl:1][C:2]1[CH:10]=[C:9]([NH:11][CH:12]([CH3:14])[CH3:13])[C:5]([C:6]([OH:8])=O)=[CH:4][N:3]=1.F[P-](F)(F)(F)(F)F.N1(O[P+](N(C)C)(N(C)C)N(C)C)C2C=CC=CC=2N=N1.[F:42][C@@H:43]([CH2:46][O:47][CH3:48])[CH2:44][NH2:45], predict the reaction product. (2) Given the reactants C(OC([N:8]1[CH2:12][CH2:11][CH2:10][CH:9]1[C:13]#[C:14][C:15]1[CH:20]=[CH:19][C:18]([C:21]([O:23][CH3:24])=[O:22])=[CH:17][C:16]=1[O:25][CH3:26])=O)(C)(C)C.C(O)(C(F)(F)F)=O, predict the reaction product. The product is: [CH3:26][O:25][C:16]1[CH:17]=[C:18]([C:21]([O:23][CH3:24])=[O:22])[CH:19]=[CH:20][C:15]=1[C:14]#[C:13][CH:9]1[CH2:10][CH2:11][CH2:12][NH:8]1. (3) The product is: [C@@H:8]([NH:12][C:13]1[N:18]=[C:17]2[CH2:19][N:20]([C:2](=[O:1])[CH3:4])[CH2:21][CH2:22][C:16]2=[N:15][C:14]=1[N:23]1[CH2:28][CH2:27][CH:26]([O:29][C:30]2[CH:35]=[CH:34][C:33]([F:36])=[CH:32][C:31]=2[F:37])[CH2:25][CH2:24]1)([CH2:10][CH3:11])[CH3:9]. Given the reactants [OH:1][C:2]([C:4](F)(F)F)=O.[C@@H:8]([NH:12][C:13]1[N:18]=[C:17]2[CH2:19][NH:20][CH2:21][CH2:22][C:16]2=[N:15][C:14]=1[N:23]1[CH2:28][CH2:27][CH:26]([O:29][C:30]2[CH:35]=[CH:34][C:33]([F:36])=[CH:32][C:31]=2[F:37])[CH2:25][CH2:24]1)([CH2:10][CH3:11])[CH3:9].N1C=CC=CC=1.C(OC(=O)C)(=O)C, predict the reaction product. (4) The product is: [CH3:19][C:20]1[CH:21]=[C:22]([C:25]2[N:26]=[C:29]([C@H:31]3[CH2:46][N:35]4[C:36](=[O:45])[C:37]5[CH:44]=[CH:43][CH:42]=[CH:41][C:38]=5[CH:39]=[CH:40][C@@H:34]4[CH2:33][CH2:32]3)[O:28][N:27]=2)[NH:23][CH:24]=1. Given the reactants CCCC[N+](CCCC)(CCCC)CCCC.[F-].[CH3:19][C:20]1[CH:21]=[C:22](/[C:25](=[N:27]/[O:28][C:29]([C@@H:31]2[CH2:46][N:35]3[C:36](=[O:45])[C:37]4[CH:44]=[CH:43][CH:42]=[CH:41][C:38]=4[CH:39]=[CH:40][C@@H:34]3[CH2:33][CH2:32]2)=O)/[NH2:26])[NH:23][CH:24]=1, predict the reaction product. (5) Given the reactants [CH3:1][N:2]1[CH:6]=[C:5]([C:7]([OH:9])=[O:8])[N:4]=[CH:3]1.[I-].[Cs+].C(=O)([O-])[O-].[Cs+].[Cs+].[NH2:18][C:19](=[O:63])[C:20]([CH3:62])([CH3:61])[CH2:21][NH:22][C:23]([C@H:25]([CH:58]([CH3:60])[CH3:59])[CH2:26][C@@H:27]1[O:31][CH2:30][N:29]([C:32]([O:34][CH:35](Cl)[CH3:36])=[O:33])[C@H:28]1[CH2:38][C@H:39]([CH2:43][C:44]1[CH:49]=[CH:48][C:47]([O:50][CH3:51])=[C:46]([O:52][CH2:53][CH2:54][CH2:55][O:56][CH3:57])[CH:45]=1)[CH:40]([CH3:42])[CH3:41])=[O:24], predict the reaction product. The product is: [NH2:18][C:19](=[O:63])[C:20]([CH3:62])([CH3:61])[CH2:21][NH:22][C:23]([C@H:25]([CH:58]([CH3:60])[CH3:59])[CH2:26][C@@H:27]1[O:31][CH2:30][N:29]([C:32]([O:34][CH:35]([O:8][C:7]([C:5]2[N:4]=[CH:3][N:2]([CH3:1])[CH:6]=2)=[O:9])[CH3:36])=[O:33])[C@H:28]1[CH2:38][C@H:39]([CH2:43][C:44]1[CH:49]=[CH:48][C:47]([O:50][CH3:51])=[C:46]([O:52][CH2:53][CH2:54][CH2:55][O:56][CH3:57])[CH:45]=1)[CH:40]([CH3:42])[CH3:41])=[O:24]. (6) Given the reactants [NH2:1][C:2]1[N:7]=[CH:6][C:5]([O:8][C:9]2[CH:10]=[CH:11][C:12]([CH3:23])=[C:13]([NH:15][C:16](=[O:22])[O:17][C:18]([CH3:21])([CH3:20])[CH3:19])[CH:14]=2)=[CH:4][CH:3]=1.[N:24]([C:27]([O:29][CH2:30][CH3:31])=[O:28])=[C:25]=[S:26], predict the reaction product. The product is: [C:18]([O:17][C:16]([NH:15][C:13]1[CH:14]=[C:9]([CH:10]=[CH:11][C:12]=1[CH3:23])[O:8][C:5]1[CH:4]=[CH:3][C:2]([NH:1][C:25]([NH:24][C:27](=[O:28])[O:29][CH2:30][CH3:31])=[S:26])=[N:7][CH:6]=1)=[O:22])([CH3:19])([CH3:20])[CH3:21]. (7) The product is: [C:32]([N:25]1[C:26]([CH:28]2[CH2:29][CH2:30]2)=[CH:27][C:23]([NH:22][C:3]2[C:2]([Br:1])=[CH:7][N:6]=[C:5]([C:8]3[S:12][C:11]([S:13]([NH:16][CH2:17][CH2:18][N:19]([CH3:20])[CH3:21])(=[O:14])=[O:15])=[CH:10][CH:9]=3)[N:4]=2)=[N:24]1)(=[O:33])[CH3:31]. Given the reactants [Br:1][C:2]1[C:3]([NH:22][C:23]2[CH:27]=[C:26]([CH:28]3[CH2:30][CH2:29]3)[NH:25][N:24]=2)=[N:4][C:5]([C:8]2[S:12][C:11]([S:13]([NH:16][CH2:17][CH2:18][N:19]([CH3:21])[CH3:20])(=[O:15])=[O:14])=[CH:10][CH:9]=2)=[N:6][CH:7]=1.[CH3:31][C:32](OC(C)=O)=[O:33], predict the reaction product. (8) Given the reactants [O-]CC.[Na+].[NH2:5][C:6]1[S:10][C:9]2[CH2:11][CH2:12][CH2:13][CH2:14][C:8]=2[C:7]=1[C:15]([C:17]1[CH:22]=[CH:21][C:20]([CH3:23])=[CH:19][CH:18]=1)=O.[C:24](OCC)(=[O:32])[CH2:25][CH2:26][C:27]([O:29][CH2:30][CH3:31])=[O:28].Cl, predict the reaction product. The product is: [OH:32][C:24]1[N:5]=[C:6]2[S:10][C:9]3[CH2:11][CH2:12][CH2:13][CH2:14][C:8]=3[C:7]2=[C:15]([C:17]2[CH:22]=[CH:21][C:20]([CH3:23])=[CH:19][CH:18]=2)[C:25]=1[CH2:26][C:27]([O:29][CH2:30][CH3:31])=[O:28].